Dataset: NCI-60 drug combinations with 297,098 pairs across 59 cell lines. Task: Regression. Given two drug SMILES strings and cell line genomic features, predict the synergy score measuring deviation from expected non-interaction effect. (1) Drug 1: CC1C(C(CC(O1)OC2CC(CC3=C2C(=C4C(=C3O)C(=O)C5=C(C4=O)C(=CC=C5)OC)O)(C(=O)C)O)N)O.Cl. Drug 2: CCC1(C2=C(COC1=O)C(=O)N3CC4=CC5=C(C=CC(=C5CN(C)C)O)N=C4C3=C2)O.Cl. Cell line: RPMI-8226. Synergy scores: CSS=34.0, Synergy_ZIP=-4.28, Synergy_Bliss=-3.10, Synergy_Loewe=-10.6, Synergy_HSA=-2.88. (2) Drug 1: CCC1=C2CN3C(=CC4=C(C3=O)COC(=O)C4(CC)O)C2=NC5=C1C=C(C=C5)O. Drug 2: CC1C(C(CC(O1)OC2CC(CC3=C2C(=C4C(=C3O)C(=O)C5=CC=CC=C5C4=O)O)(C(=O)C)O)N)O. Cell line: UO-31. Synergy scores: CSS=60.7, Synergy_ZIP=-2.52, Synergy_Bliss=-2.39, Synergy_Loewe=0.587, Synergy_HSA=1.77.